Dataset: Catalyst prediction with 721,799 reactions and 888 catalyst types from USPTO. Task: Predict which catalyst facilitates the given reaction. (1) Reactant: [Br:1][C:2]1[CH:11]=[C:10]2[C:5]([C:6]([NH:15][C@@H:16]([CH3:19])[CH2:17][OH:18])=[C:7]([N+:12]([O-:14])=[O:13])[CH:8]=[N:9]2)=[CH:4][CH:3]=1.[Si:20](Cl)([C:23]([CH3:26])([CH3:25])[CH3:24])([CH3:22])[CH3:21]. Product: [Br:1][C:2]1[CH:11]=[C:10]2[C:5]([C:6]([NH:15][C@@H:16]([CH3:19])[CH2:17][O:18][Si:20]([C:23]([CH3:26])([CH3:25])[CH3:24])([CH3:22])[CH3:21])=[C:7]([N+:12]([O-:14])=[O:13])[CH:8]=[N:9]2)=[CH:4][CH:3]=1. The catalyst class is: 383. (2) Reactant: [CH3:1][N:2]1[CH:6]=[CH:5][N:4]=[C:3]1[CH3:7].C([Li])CCC.[O:13]=[C:14]1[CH2:19][CH2:18][N:17]([C:20]([O:22][C:23]([CH3:26])([CH3:25])[CH3:24])=[O:21])[CH2:16][CH2:15]1. Product: [OH:13][C:14]1([CH2:7][C:3]2[N:2]([CH3:1])[CH:6]=[CH:5][N:4]=2)[CH2:15][CH2:16][N:17]([C:20]([O:22][C:23]([CH3:26])([CH3:25])[CH3:24])=[O:21])[CH2:18][CH2:19]1. The catalyst class is: 1. (3) Reactant: [H-].[Na+].[Cl:3][C:4]1[CH:9]=[CH:8][CH:7]=[CH:6][C:5]=1[N:10]1[C:14]([NH2:15])=[CH:13][C:12]([C:16]([F:19])([F:18])[F:17])=[N:11]1.[CH3:20][C:21]1[C:26]2[C:27](=[O:34])[O:28][C:29]([CH:31]([CH3:33])[CH3:32])=[N:30][C:25]=2[CH:24]=[CH:23][CH:22]=1. Product: [Cl:3][C:4]1[CH:9]=[CH:8][CH:7]=[CH:6][C:5]=1[N:10]1[C:14]([NH:15][C:27](=[O:34])[C:26]2[C:25]([NH:30][C:29](=[O:28])[CH:31]([CH3:32])[CH3:33])=[CH:24][CH:23]=[CH:22][C:21]=2[CH3:20])=[CH:13][C:12]([C:16]([F:19])([F:17])[F:18])=[N:11]1. The catalyst class is: 3. (4) Reactant: Cl[CH2:2][C:3]1[CH:18]=[CH:17][C:6]([O:7][C:8]2[CH:13]=[CH:12][C:11]([N+:14]([O-:16])=[O:15])=[CH:10][N:9]=2)=[CH:5][CH:4]=1.C(N(CC)CC)C.[N:26]1([C:32]([O:34][C:35]([CH3:38])([CH3:37])[CH3:36])=[O:33])[CH2:31][CH2:30][NH:29][CH2:28][CH2:27]1.O. Product: [N+:14]([C:11]1[CH:12]=[CH:13][C:8]([O:7][C:6]2[CH:17]=[CH:18][C:3]([CH2:2][N:29]3[CH2:28][CH2:27][N:26]([C:32]([O:34][C:35]([CH3:38])([CH3:37])[CH3:36])=[O:33])[CH2:31][CH2:30]3)=[CH:4][CH:5]=2)=[N:9][CH:10]=1)([O-:16])=[O:15]. The catalyst class is: 3. (5) Reactant: [Cl:1][C:2]1[C:3]2[CH:18]=[C:17]([O:19]C)[C:16]([O:21]C)=[CH:15][C:4]=2[S:5][C:6]=1[C:7]([N:9]1[CH2:14][CH2:13][O:12][CH2:11][CH2:10]1)=[O:8].B(Br)(Br)Br. Product: [Cl:1][C:2]1[C:3]2[CH:18]=[C:17]([OH:19])[C:16]([OH:21])=[CH:15][C:4]=2[S:5][C:6]=1[C:7]([N:9]1[CH2:10][CH2:11][O:12][CH2:13][CH2:14]1)=[O:8]. The catalyst class is: 4.